This data is from CYP3A4 inhibition data for predicting drug metabolism from PubChem BioAssay. The task is: Regression/Classification. Given a drug SMILES string, predict its absorption, distribution, metabolism, or excretion properties. Task type varies by dataset: regression for continuous measurements (e.g., permeability, clearance, half-life) or binary classification for categorical outcomes (e.g., BBB penetration, CYP inhibition). Dataset: cyp3a4_veith. (1) The molecule is O=C(c1csnn1)N1CCC[C@@]2(CCN(c3ccncc3)C2)C1. The result is 1 (inhibitor). (2) The molecule is COC(=O)c1ccc(NC(=S)NC2CCCCC2)cc1. The result is 0 (non-inhibitor). (3) The drug is Cc1ccc(C)c(N(CC(=O)Nc2cc(Cl)ccc2Oc2ccccc2)S(C)(=O)=O)c1. The result is 1 (inhibitor). (4) The molecule is Cc1ccc(N(CCC#N)C(=O)CSc2ccc3c(c2)OCCO3)cc1. The result is 1 (inhibitor). (5) The compound is O=C(c1cnccn1)N1CCC2(CCCN(Cc3ccncc3)C2)CC1. The result is 1 (inhibitor).